Dataset: Reaction yield outcomes from USPTO patents with 853,638 reactions. Task: Predict the reaction yield, written as a fraction of the theoretical maximum amount of product (1.0 means a 100% yield; for example, 0.34 means a 34% yield). (1) The reactants are [CH2:1]([O:3][C:4](=[O:20])[CH2:5][S:6]([C:9]1[CH:14]=[CH:13][C:12]([O:15][CH2:16][C:17]#[C:18][CH3:19])=[CH:11][CH:10]=1)(=[O:8])=[O:7])[CH3:2].Cl.[N:22]1[CH:27]=[CH:26][CH:25]=[C:24]([CH2:28][N:29]([CH2:33][CH2:34]Cl)[CH2:30][CH2:31]Cl)[CH:23]=1. No catalyst specified. The product is [CH2:16]([O:15][C:12]1[CH:11]=[CH:10][C:9]([S:6]([C:5]2([C:4]([O:3][CH2:1][CH3:2])=[O:20])[CH2:34][CH2:33][N:29]([CH2:28][C:24]3[CH:23]=[N:22][CH:27]=[CH:26][CH:25]=3)[CH2:30][CH2:31]2)(=[O:7])=[O:8])=[CH:14][CH:13]=1)[C:17]#[C:18][CH3:19]. The yield is 0.0500. (2) The reactants are [Cl:1][C:2]1[CH:7]=[CH:6][N:5]=[CH:4][C:3]=1[C:8]1[N:9](C)[C:10]2[C:15]([CH:16]=1)=[CH:14][CH:13]=[CH:12][CH:11]=2.ClCCl.ClS([N:25]=[C:26]=O)(=O)=[O:23]. The catalyst is CN(C=O)C. The product is [NH4+:5].[OH-:23].[Cl:1][C:2]1[CH:7]=[CH:6][N:5]=[CH:4][C:3]=1[C:8]1[NH:9][C:10]2[C:15]([C:16]=1[C:26]#[N:25])=[CH:14][CH:13]=[CH:12][CH:11]=2. The yield is 0.00100. (3) The reactants are [F:1][C:2]1[C:10]([NH:11][S:12]([CH2:15][CH2:16][CH2:17][F:18])(=[O:14])=[O:13])=[CH:9][CH:8]=[C:7]([F:19])[C:3]=1C(O)=O.C1C=CC(P([N:34]=[N+]=[N-])(C2C=CC=CC=2)=O)=CC=1. The catalyst is CN(C)C=O.O. The product is [NH2:34][C:3]1[C:2]([F:1])=[C:10]([NH:11][S:12]([CH2:15][CH2:16][CH2:17][F:18])(=[O:14])=[O:13])[CH:9]=[CH:8][C:7]=1[F:19]. The yield is 0.580. (4) The reactants are C(OC([N:8]1[CH2:13][C:12]([C:14]2[CH:19]=[C:18]([CH:20]3[CH2:25][CH2:24][N:23]([C:26](=[O:28])[CH3:27])[CH2:22][CH2:21]3)[CH:17]=[CH:16][C:15]=2[NH:29][C:30]([C:32]2[N:33](COCC[Si](C)(C)C)[CH:34]=[C:35]([C:37]#[N:38])[N:36]=2)=[O:31])=[CH:11][CH2:10][CH2:9]1)=O)(C)(C)C.CCO.[C:50]([OH:56])([C:52]([F:55])([F:54])[F:53])=[O:51]. The catalyst is C(Cl)Cl. The product is [C:50]([OH:56])([C:52]([F:55])([F:54])[F:53])=[O:51].[F:53][C:52]([F:55])([F:54])[C:50]([OH:56])=[O:51].[C:26]([N:23]1[CH2:22][CH2:21][CH:20]([C:18]2[CH:17]=[CH:16][C:15]([NH:29][C:30]([C:32]3[NH:33][CH:34]=[C:35]([C:37]#[N:38])[N:36]=3)=[O:31])=[C:14]([C:12]3[CH2:13][NH:8][CH2:9][CH2:10][CH:11]=3)[CH:19]=2)[CH2:25][CH2:24]1)(=[O:28])[CH3:27]. The yield is 0.00100. (5) The reactants are [Cl:1][C:2]1[CH:8]=[CH:7][C:6]([F:9])=[CH:5][C:3]=1[NH2:4].Br.Br[CH:12]([C:14]1[CH:15]=[C:16]([C:31]([N:33]([CH3:35])[CH3:34])=[O:32])[CH:17]=[C:18]2[C:23]=1[O:22][C:21]([N:24]1[CH2:29][CH2:28][O:27][CH2:26][CH2:25]1)=[CH:20][C:19]2=[O:30])[CH3:13]. No catalyst specified. The product is [Cl:1][C:2]1[CH:8]=[CH:7][C:6]([F:9])=[CH:5][C:3]=1[NH:4][CH:12]([C:14]1[CH:15]=[C:16]([C:31]([N:33]([CH3:35])[CH3:34])=[O:32])[CH:17]=[C:18]2[C:23]=1[O:22][C:21]([N:24]1[CH2:29][CH2:28][O:27][CH2:26][CH2:25]1)=[CH:20][C:19]2=[O:30])[CH3:13]. The yield is 0.470. (6) The reactants are [S:1]1[C:5]2[CH:6]=[C:7]([NH:10][C:11]3[CH:26]=[C:25]([NH:27][CH:28]([CH3:30])[CH3:29])[C:14]([C:15]([NH:17][CH:18]4[CH2:23][CH2:22][C:21](=O)[CH2:20][CH2:19]4)=[O:16])=[CH:13][N:12]=3)[CH:8]=[CH:9][C:4]=2[N:3]=[CH:2]1.[N-:31]=[N+:32]=[N-:33].[Na+].[Si](Cl)(Cl)(Cl)Cl.C(#[N:42])C. The catalyst is CCOC(C)=O. The product is [S:1]1[C:5]2[CH:6]=[C:7]([NH:10][C:11]3[CH:26]=[C:25]([NH:27][CH:28]([CH3:30])[CH3:29])[C:14]([C:15]([NH:17][CH:18]4[CH2:23][CH2:22][N:31]5[N:32]=[N:33][N:42]=[C:21]5[CH2:20][CH2:19]4)=[O:16])=[CH:13][N:12]=3)[CH:8]=[CH:9][C:4]=2[N:3]=[CH:2]1. The yield is 0.0700. (7) The reactants are [Cl:1][C:2]1[CH:9]=[C:8]([N:10]=[C:11]=[S:12])[CH:7]=[CH:6][C:3]=1[C:4]#[N:5].[F:13][C:14]1[CH:15]=[C:16]([NH:21][C:22]([CH3:26])([CH3:25])[C:23]#N)[CH:17]=[CH:18][C:19]=1[OH:20].C[OH:28].Cl. The catalyst is CN(C)C(=O)C.O. The product is [Cl:1][C:2]1[CH:9]=[C:8]([N:10]2[C:23](=[O:28])[C:22]([CH3:26])([CH3:25])[N:21]([C:16]3[CH:17]=[CH:18][C:19]([OH:20])=[C:14]([F:13])[CH:15]=3)[C:11]2=[S:12])[CH:7]=[CH:6][C:3]=1[C:4]#[N:5]. The yield is 0.459. (8) The reactants are N#N.Br[C:4]1[CH:5]=[C:6]2[C:11](=[CH:12][CH:13]=1)[O:10][C:9](=[O:14])[CH:8]=[C:7]2[NH:15][CH:16]1[CH2:21][CH2:20][N:19]([CH2:22][CH:23]=[CH:24][C:25]2[CH:30]=[CH:29][CH:28]=[CH:27][CH:26]=2)[CH2:18][CH2:17]1.[Br-].[CH3:32][CH:33]([CH3:37])[CH2:34][CH2:35][Zn+]. The catalyst is C1COCC1.C1C=CC(P(C2C=CC=CC=2)[C-]2C=CC=C2)=CC=1.C1C=CC(P(C2C=CC=CC=2)[C-]2C=CC=C2)=CC=1.Cl[Pd]Cl.[Fe+2].[Cu]I. The product is [CH3:32][CH:33]([CH3:37])[CH2:34][CH2:35][C:4]1[CH:5]=[C:6]2[C:11](=[CH:12][CH:13]=1)[O:10][C:9](=[O:14])[CH:8]=[C:7]2[NH:15][CH:16]1[CH2:21][CH2:20][N:19]([CH2:22][CH:23]=[CH:24][C:25]2[CH:30]=[CH:29][CH:28]=[CH:27][CH:26]=2)[CH2:18][CH2:17]1. The yield is 0.250. (9) The reactants are [Si]([O:8][CH2:9][CH2:10][N:11]1[CH2:17][CH2:16][CH2:15][CH2:14][C@H:13]([NH:18]C(=O)OC(C)(C)C)[C:12]1=[O:26])(C(C)(C)C)(C)C.[ClH:27].O1CCOCC1. The catalyst is ClCCl. The product is [ClH:27].[NH2:18][C@H:13]1[CH2:14][CH2:15][CH2:16][CH2:17][N:11]([CH2:10][CH2:9][OH:8])[C:12]1=[O:26]. The yield is 1.00. (10) The reactants are C([Li])(C)(C)C.BrC1C(C)=CC(C)=CC=1C.[CH3:16][O:17][C:18]1[CH:23]=[CH:22][CH:21]=[CH:20][N:19]=1.CN([CH:27]=[O:28])C. The catalyst is C1COCC1. The product is [CH3:16][O:17][C:18]1[C:23]([CH:27]=[O:28])=[CH:22][CH:21]=[CH:20][N:19]=1. The yield is 0.745.